Dataset: NCI-60 drug combinations with 297,098 pairs across 59 cell lines. Task: Regression. Given two drug SMILES strings and cell line genomic features, predict the synergy score measuring deviation from expected non-interaction effect. (1) Drug 1: CNC(=O)C1=CC=CC=C1SC2=CC3=C(C=C2)C(=NN3)C=CC4=CC=CC=N4. Drug 2: C1=CC(=CC=C1CC(C(=O)O)N)N(CCCl)CCCl.Cl. Cell line: K-562. Synergy scores: CSS=46.3, Synergy_ZIP=-1.81, Synergy_Bliss=-0.472, Synergy_Loewe=-12.9, Synergy_HSA=-2.41. (2) Drug 1: C1=C(C(=O)NC(=O)N1)F. Drug 2: CN1C(=O)N2C=NC(=C2N=N1)C(=O)N. Cell line: HS 578T. Synergy scores: CSS=34.0, Synergy_ZIP=-1.48, Synergy_Bliss=1.26, Synergy_Loewe=-5.32, Synergy_HSA=0.354.